Task: Predict the reactants needed to synthesize the given product.. Dataset: Full USPTO retrosynthesis dataset with 1.9M reactions from patents (1976-2016) Given the product [CH2:23]([O:22][C@H:16]([CH2:15][C:12]1[CH:11]=[CH:10][C:9]([OH:8])=[CH:14][CH:13]=1)[C:17]([O:19][CH2:20][CH3:21])=[O:18])[CH3:24], predict the reactants needed to synthesize it. The reactants are: C([O:8][C:9]1[CH:14]=[CH:13][C:12]([CH2:15][C@@H:16]([O:22][CH2:23][CH3:24])[C:17]([O:19][CH2:20][CH3:21])=[O:18])=[CH:11][CH:10]=1)C1C=CC=CC=1.[H][H].